Dataset: Forward reaction prediction with 1.9M reactions from USPTO patents (1976-2016). Task: Predict the product of the given reaction. (1) The product is: [CH3:1][S:2]([C:5]1[CH:10]=[CH:9][CH:8]=[CH:7][C:6]=1[C:11]1[C:20]([CH:21]([N:28]2[C:24](=[O:34])[C:25]3[C:26](=[CH:30][CH:31]=[CH:32][CH:33]=3)[C:27]2=[O:29])[CH3:22])=[CH:19][C:18]2[C:13](=[CH:14][CH:15]=[CH:16][N:17]=2)[N:12]=1)(=[O:3])=[O:4]. Given the reactants [CH3:1][S:2]([C:5]1[CH:10]=[CH:9][CH:8]=[CH:7][C:6]=1[C:11]1[C:20]([CH:21](O)[CH3:22])=[CH:19][C:18]2[C:13](=[CH:14][CH:15]=[CH:16][N:17]=2)[N:12]=1)(=[O:4])=[O:3].[C:24]1(=[O:34])[NH:28][C:27](=[O:29])[C:26]2=[CH:30][CH:31]=[CH:32][CH:33]=[C:25]12.N(C(OC(C)C)=O)=NC(OC(C)C)=O.O, predict the reaction product. (2) Given the reactants C(C[C:4]1([C:14]#[N:15])[C:12]2[C:7](=[CH:8][CH:9]=[C:10]([Cl:13])[CH:11]=2)[CH2:6][CH2:5]1)#N.[OH:16]S(O)(=O)=O.[CH3:21][C:22]([OH:24])=O, predict the reaction product. The product is: [Cl:13][C:10]1[CH:11]=[C:12]2[C:7]([CH2:6][CH2:5][C:4]32[CH2:21][C:22](=[O:24])[NH:15][C:14]3=[O:16])=[CH:8][CH:9]=1. (3) Given the reactants [Cl:1][C:2]1[CH:10]=[C:9]([Cl:11])[CH:8]=[C:7]2[C:3]=1[CH:4]=[CH:5][N:6]2[C@@H:12]1[O:29][C@H:28]([CH2:30][O:31]C(=O)C)[C@@H:23]([O:24]C(=O)C)[C@H:18]([O:19]C(=O)C)[C@H:13]1[O:14]C(=O)C.[O:35]1[CH:39]=[CH:38][C:37]2[CH:40]=[C:41]([C:44](Cl)=O)[CH:42]=[CH:43][C:36]1=2, predict the reaction product. The product is: [O:35]1[CH:39]=[CH:38][C:37]2[CH:40]=[C:41]([CH2:44][C:4]3[C:8]4[C:7](=[CH:3][C:2]([Cl:1])=[CH:10][C:9]=4[Cl:11])[N:6]([C@@H:12]4[O:29][C@H:28]([CH2:30][OH:31])[C@@H:23]([OH:24])[C@H:18]([OH:19])[C@H:13]4[OH:14])[CH:5]=3)[CH:42]=[CH:43][C:36]1=2. (4) Given the reactants [I:1][C:2]1[CH:13]=[CH:12][C:5]2[C:6]([CH2:9][CH2:10][NH2:11])=[CH:7][O:8][C:4]=2[CH:3]=1.O=[C:15]([CH3:28])[CH2:16][N:17]1[C:25](=[O:26])[C:24]2[C:19](=[CH:20][CH:21]=[CH:22][CH:23]=2)[C:18]1=[O:27].FC(F)(F)C(O)=O.C([O-])(O)=O.[Na+], predict the reaction product. The product is: [I:1][C:2]1[CH:13]=[CH:12][C:5]2[C:6]3[CH2:9][CH2:10][NH:11][C:15]([CH2:16][N:17]4[C:25](=[O:26])[C:24]5[C:19](=[CH:20][CH:21]=[CH:22][CH:23]=5)[C:18]4=[O:27])([CH3:28])[C:7]=3[O:8][C:4]=2[CH:3]=1. (5) The product is: [CH:40]1([C:39]([C:45]2[CH:50]=[CH:49][CH:48]=[CH:47][CH:46]=2)([C:33]2[CH:34]=[CH:35][CH:36]=[CH:37][CH:38]=2)[C:11]2[C:10]3[CH2:9][C:8]4[C:16](=[CH:17][C:5]([C:1]([CH3:4])([CH3:3])[CH3:2])=[CH:6][CH:7]=4)[C:15]=3[CH:14]=[C:13]([C:18]([CH3:21])([CH3:20])[CH3:19])[CH:12]=2)[CH:41]=[CH:42][CH:43]=[CH:44]1. Given the reactants [C:1]([C:5]1[CH:6]=[CH:7][C:8]2[CH2:9][C:10]3[C:15]([C:16]=2[CH:17]=1)=[CH:14][C:13]([C:18]([CH3:21])([CH3:20])[CH3:19])=[CH:12][CH:11]=3)([CH3:4])([CH3:3])[CH3:2].CCCCCC.C([Li])CCC.[C:33]1([C:39]([C:45]2[CH:50]=[CH:49][CH:48]=[CH:47][CH:46]=2)=[C:40]2[CH:44]=[CH:43][CH:42]=[CH:41]2)[CH:38]=[CH:37][CH:36]=[CH:35][CH:34]=1, predict the reaction product. (6) Given the reactants [C:1]([C:5]1[C:6]([OH:38])=[C:7]([NH:15][C:16]2[CH:21]=[CH:20][CH:19]=[CH:18][C:17]=2[NH:22][C:23]2[CH:28]=[C:27]([C:29]([CH3:32])([CH3:31])[CH3:30])[CH:26]=[C:25]([C:33]([CH3:36])([CH3:35])[CH3:34])[C:24]=2[OH:37])[CH:8]=[C:9]([C:11]([CH3:14])([CH3:13])[CH3:12])[CH:10]=1)([CH3:4])([CH3:3])[CH3:2].[ClH:39].[CH3:40]O, predict the reaction product. The product is: [Cl-:39].[OH:37][C:24]1[C:25]([C:33]([CH3:36])([CH3:35])[CH3:34])=[CH:26][C:27]([C:29]([CH3:32])([CH3:31])[CH3:30])=[CH:28][C:23]=1[N+:22]1[C:17]2[CH:18]=[CH:19][CH:20]=[CH:21][C:16]=2[N:15]([C:7]2[CH:8]=[C:9]([C:11]([CH3:14])([CH3:13])[CH3:12])[CH:10]=[C:5]([C:1]([CH3:2])([CH3:3])[CH3:4])[C:6]=2[OH:38])[CH:40]=1.